Task: Predict the reactants needed to synthesize the given product.. Dataset: Retrosynthesis with 50K atom-mapped reactions and 10 reaction types from USPTO (1) Given the product CN(CC(=O)c1ccc(N(C)C)cc1)Cc1cc2c(=O)c(C(=O)NCc3ccc(Cl)cc3)cn(C)c2s1, predict the reactants needed to synthesize it. The reactants are: CN(C)c1ccc(C(=O)CBr)cc1.CNCc1cc2c(=O)c(C(=O)NCc3ccc(Cl)cc3)cn(C)c2s1. (2) Given the product Cc1ccc(C(=O)N(CCCN)[C@@H](c2nc3ccncc3c(=O)n2Cc2ccccc2)C(C)C)cc1, predict the reactants needed to synthesize it. The reactants are: Cc1ccc(C(=O)N(CCCN2C(=O)c3ccccc3C2=O)C(c2nc3ccncc3c(=O)n2Cc2ccccc2)C(C)C)cc1. (3) Given the product O=C(NC1CC1)c1nc2cccnc2n1-c1ccc(Cl)c(F)c1, predict the reactants needed to synthesize it. The reactants are: Nc1cccnc1Nc1ccc(Cl)c(F)c1.O=C(O)C(=O)NC1CC1. (4) Given the product Cc1ccc(N)cc1NC(=O)CN1C(=O)c2ccccc2C1=O, predict the reactants needed to synthesize it. The reactants are: Cc1ccc(NC(=O)OC(C)(C)C)cc1NC(=O)CN1C(=O)c2ccccc2C1=O.